This data is from Reaction yield outcomes from USPTO patents with 853,638 reactions. The task is: Predict the reaction yield, written as a fraction of the theoretical maximum amount of product (1.0 means a 100% yield; for example, 0.34 means a 34% yield). (1) The reactants are C[C:2]1[CH:10]=[C:9]([NH:11][C:12](=[O:36])[NH:13][C:14]2[CH:19]=[CH:18][C:17]([C:20]3[N:25]=[C:24]([O:26][CH:27]([CH3:29])[CH3:28])[N:23]=[C:22]([N:30]4[CH2:35][CH2:34][O:33][CH2:32][CH2:31]4)[N:21]=3)=[CH:16][CH:15]=2)[CH:8]=[CH:7][C:3]=1[C:4]([OH:6])=O.[CH3:37][N:38]1[CH2:43][CH2:42][NH:41][CH2:40][CH2:39]1. No catalyst specified. The product is [CH:27]([O:26][C:24]1[N:23]=[C:22]([N:30]2[CH2:31][CH2:32][O:33][CH2:34][CH2:35]2)[N:21]=[C:20]([C:17]2[CH:16]=[CH:15][C:14]([NH:13][C:12]([NH:11][C:9]3[CH:8]=[CH:7][C:3]([C:4]([N:41]4[CH2:42][CH2:43][N:38]([CH3:37])[CH2:39][CH2:40]4)=[O:6])=[CH:2][CH:10]=3)=[O:36])=[CH:19][CH:18]=2)[N:25]=1)([CH3:28])[CH3:29]. The yield is 0.440. (2) The reactants are [Cl:1][C:2]1[CH:7]=[CH:6][C:5]([C:8]2[CH:13]=[CH:12][C:11]([C:14]([OH:16])=O)=[CH:10][CH:9]=2)=[CH:4][CH:3]=1.O=S(Cl)[Cl:19].CN(C=O)C. The catalyst is C(Cl)Cl. The product is [Cl:1][C:2]1[CH:7]=[CH:6][C:5]([C:8]2[CH:13]=[CH:12][C:11]([C:14]([Cl:19])=[O:16])=[CH:10][CH:9]=2)=[CH:4][CH:3]=1. The yield is 0.980. (3) The reactants are [OH:1][CH2:2][CH:3]1[CH2:9][CH2:8][CH2:7][N:6]([C:10]([O:12][CH2:13][C:14]2[CH:19]=[CH:18][CH:17]=[CH:16][CH:15]=2)=[O:11])[CH2:5][CH2:4]1.C(N(CC)CC)C.[S:27](Cl)([C:30]1[CH:36]=[CH:35][C:33]([CH3:34])=[CH:32][CH:31]=1)(=[O:29])=[O:28].C(OCC)(=O)C.CCCCCC. The catalyst is ClCCl. The product is [S:27]([O:1][CH2:2][CH:3]1[CH2:9][CH2:8][CH2:7][N:6]([C:10]([O:12][CH2:13][C:14]2[CH:15]=[CH:16][CH:17]=[CH:18][CH:19]=2)=[O:11])[CH2:5][CH2:4]1)([C:30]1[CH:36]=[CH:35][C:33]([CH3:34])=[CH:32][CH:31]=1)(=[O:29])=[O:28]. The yield is 0.630. (4) The reactants are C([O:3][C:4]([C:6]1[NH:7][C:8]([CH:12]=[O:13])=[C:9]([CH3:11])[CH:10]=1)=[O:5])C.C(O)C.[OH-].[K+]. The catalyst is O. The product is [CH:12]([C:8]1[NH:7][C:6]([C:4]([OH:5])=[O:3])=[CH:10][C:9]=1[CH3:11])=[O:13]. The yield is 0.680. (5) The reactants are [Br:1][C:2]1[CH:3]=[C:4]([CH:8]([C:24]2([OH:30])[CH2:29][CH2:28][CH2:27][CH2:26][CH2:25]2)[C:9]([N:11]2[CH2:16][CH2:15][N:14]([C:17]([O:19][C:20]([CH3:23])([CH3:22])[CH3:21])=[O:18])[CH2:13][CH2:12]2)=O)[CH:5]=[CH:6][CH:7]=1.B.CO. The catalyst is O1CCCC1. The product is [Br:1][C:2]1[CH:3]=[C:4]([CH:8]([C:24]2([OH:30])[CH2:29][CH2:28][CH2:27][CH2:26][CH2:25]2)[CH2:9][N:11]2[CH2:12][CH2:13][N:14]([C:17]([O:19][C:20]([CH3:23])([CH3:22])[CH3:21])=[O:18])[CH2:15][CH2:16]2)[CH:5]=[CH:6][CH:7]=1. The yield is 0.980. (6) The reactants are [C:1]([Si:5]([CH3:20])([CH3:19])[O:6][CH2:7][CH2:8][O:9][C:10]1[CH:11]=[C:12]([CH:16]=[CH:17][CH:18]=1)[CH2:13][NH:14][CH3:15])([CH3:4])([CH3:3])[CH3:2].Cl[C:22]1[NH:23][C:24]2[C:29]([C:30](=[O:32])[N:31]=1)=[C:28]([O:33][CH3:34])[C:27]([O:35][CH3:36])=[C:26]([O:37][CH3:38])[CH:25]=2.CCN(CC)CC.O. The product is [C:1]([Si:5]([CH3:19])([CH3:20])[O:6][CH2:7][CH2:8][O:9][C:10]1[CH:11]=[C:12]([CH:16]=[CH:17][CH:18]=1)[CH2:13][N:14]([CH3:15])[C:22]1[NH:23][C:24]2[C:29]([C:30](=[O:32])[N:31]=1)=[C:28]([O:33][CH3:34])[C:27]([O:35][CH3:36])=[C:26]([O:37][CH3:38])[CH:25]=2)([CH3:4])([CH3:3])[CH3:2]. The yield is 0.821. The catalyst is CS(C)=O. (7) The reactants are [CH3:1][C:2]1[C:7]([C:8]([OH:10])=O)=[CH:6][N:5]=[C:4]([C:11]2[CH:12]=[N:13][CH:14]=[CH:15][CH:16]=2)[N:3]=1.CN(C(ON1N=NC2C=CC(=CC1=2)Cl)=[N+](C)C)C.F[P-](F)(F)(F)(F)F.CCN(C(C)C)C(C)C.[F:51][C:52]1[CH:53]=[C:54]2[C:58](=[CH:59][CH:60]=1)[N:57]([NH2:61])[CH:56]=[C:55]2[CH3:62]. The catalyst is CN(C=O)C.O.CCOC(C)=O. The product is [F:51][C:52]1[CH:53]=[C:54]2[C:58](=[CH:59][CH:60]=1)[N:57]([NH:61][C:8]([C:7]1[C:2]([CH3:1])=[N:3][C:4]([C:11]3[CH:12]=[N:13][CH:14]=[CH:15][CH:16]=3)=[N:5][CH:6]=1)=[O:10])[CH:56]=[C:55]2[CH3:62]. The yield is 0.210.